This data is from Full USPTO retrosynthesis dataset with 1.9M reactions from patents (1976-2016). The task is: Predict the reactants needed to synthesize the given product. (1) Given the product [CH2:32]([O:34][CH2:35][C:36]([C:2]1[S:6][C:5]([N:7]([CH3:15])[C:8](=[O:14])[O:9][C:10]([CH3:13])([CH3:12])[CH3:11])=[N:4][C:3]=1[C:16]1[O:17][CH:18]=[CH:19][CH:20]=1)=[O:37])[CH3:33], predict the reactants needed to synthesize it. The reactants are: Br[C:2]1[S:6][C:5]([N:7]([CH3:15])[C:8](=[O:14])[O:9][C:10]([CH3:13])([CH3:12])[CH3:11])=[N:4][C:3]=1[C:16]1[O:17][CH:18]=[CH:19][CH:20]=1.C([Li])CCC.CCCCCC.[CH2:32]([O:34][CH2:35][C:36](N(OC)C)=[O:37])[CH3:33].[Cl-].[NH4+]. (2) Given the product [Cl:33][C:34]1[N:35]=[CH:36][C:37]([N:11]2[C:12]3[C:17](=[CH:16][C:15]([C:19]([N:21]4[CH2:22][CH2:23][CH:24]([N:27]5[CH2:31][CH2:30][CH2:29][CH2:28]5)[CH2:25][CH2:26]4)=[O:20])=[CH:14][CH:13]=3)[CH:18]=[C:10]2[C:8]([N:5]2[CH2:6][CH2:7][C:2]([F:1])([F:32])[CH2:3][CH2:4]2)=[O:9])=[CH:38][CH:39]=1, predict the reactants needed to synthesize it. The reactants are: [F:1][C:2]1([F:32])[CH2:7][CH2:6][N:5]([C:8]([C:10]2[NH:11][C:12]3[C:17]([CH:18]=2)=[CH:16][C:15]([C:19]([N:21]2[CH2:26][CH2:25][CH:24]([N:27]4[CH2:31][CH2:30][CH2:29][CH2:28]4)[CH2:23][CH2:22]2)=[O:20])=[CH:14][CH:13]=3)=[O:9])[CH2:4][CH2:3]1.[Cl:33][C:34]1[CH:39]=[CH:38][C:37](B(O)O)=[CH:36][N:35]=1.N1C=CC=CC=1. (3) Given the product [Br:37][C:38]1[CH:39]=[CH:40][CH:41]=[C:42]2[C:47]=1[O:46][C:45]([C:48]1[CH:53]=[CH:52][CH:51]=[CH:50][CH:49]=1)=[C:44]([C:64]1[CH:65]=[CH:66][C:67]([C:70]3([NH:74][S:75]([C:77]([CH3:80])([CH3:79])[CH3:78])=[O:76])[CH2:73][O:72][CH2:71]3)=[CH:68][CH:69]=1)[C:43]2=[O:55], predict the reactants needed to synthesize it. The reactants are: C(OC(=O)NC1(C2C=CC(C3C(=O)C4C(=CC=C(F)C=4)OC=3C3C=CC=CC=3)=CC=2)CCC1)(C)(C)C.[Br:37][C:38]1[CH:39]=[CH:40][CH:41]=[C:42]2[C:47]=1[O:46][C:45]([C:48]1[CH:53]=[CH:52][CH:51]=[CH:50][CH:49]=1)=[C:44](I)[C:43]2=[O:55].CC1(C)C(C)(C)OB([C:64]2[CH:69]=[CH:68][C:67]([C:70]3([NH:74][S:75]([C:77]([CH3:80])([CH3:79])[CH3:78])=[O:76])[CH2:73][O:72][CH2:71]3)=[CH:66][CH:65]=2)O1. (4) Given the product [OH:20][C:17]1[CH:18]=[CH:11][C:12]([NH:8][C:1]([N:3]2[CH2:4][CH2:33][CH:28]([C:25]3[CH:24]=[CH:23][C:22]([Cl:21])=[CH:27][CH:26]=3)[CH2:6][CH2:7]2)=[O:2])=[CH:15][CH:16]=1, predict the reactants needed to synthesize it. The reactants are: [C:1]([N:8]1[CH:12]=[CH:11]N=C1)([N:3]1[CH:7]=[CH:6]N=[CH:4]1)=[O:2].NC1C=[CH:18][C:17]([OH:20])=[CH:16][CH:15]=1.[Cl:21][C:22]1[CH:27]=[CH:26][C:25]([CH:28]2[CH2:33]CNCC2)=[CH:24][CH:23]=1.CCN(C(C)C)C(C)C. (5) Given the product [Cl:1][C:2]1[CH:7]=[CH:6][C:5]([O:8][C:21]2[C:14]([F:13])=[CH:15][C:16]([CH:17]=[O:18])=[CH:19][C:20]=2[F:23])=[CH:4][C:3]=1[C:9]([F:10])([F:11])[F:12], predict the reactants needed to synthesize it. The reactants are: [Cl:1][C:2]1[CH:7]=[CH:6][C:5]([OH:8])=[CH:4][C:3]=1[C:9]([F:12])([F:11])[F:10].[F:13][C:14]1[CH:15]=[C:16]([CH:19]=[C:20]([F:23])[C:21]=1F)[CH:17]=[O:18].C([O-])([O-])=O.[K+].[K+]. (6) Given the product [CH2:25]([N:13]([CH2:14][CH2:15][C:16]1[CH:21]=[CH:20][C:19]([N+:22]([O-:24])=[O:23])=[CH:18][CH:17]=1)[S:10]([C:7]1[CH:6]=[CH:5][C:4]([CH3:3])=[CH:9][CH:8]=1)(=[O:11])=[O:12])[C:26]1[CH:31]=[CH:30][CH:29]=[CH:28][CH:27]=1, predict the reactants needed to synthesize it. The reactants are: [H-].[Na+].[CH3:3][C:4]1[CH:9]=[CH:8][C:7]([S:10]([NH:13][CH2:14][CH2:15][C:16]2[CH:21]=[CH:20][C:19]([N+:22]([O-:24])=[O:23])=[CH:18][CH:17]=2)(=[O:12])=[O:11])=[CH:6][CH:5]=1.[CH2:25](Br)[C:26]1[CH:31]=[CH:30][CH:29]=[CH:28][CH:27]=1. (7) Given the product [CH:1]([C:4]1[CH:5]=[CH:6][C:7]([O:8][CH:9]([CH2:15][C:16]2[CH:17]=[CH:18][C:19]([O:22][CH2:23][CH2:24][NH:25][C:26](=[O:43])[C:27]3[CH:32]=[CH:31][C:30]([C:33]4[N:38]=[CH:37][C:36]([C:39]([F:42])([F:41])[F:40])=[CH:35][CH:34]=4)=[CH:29][CH:28]=3)=[CH:20][CH:21]=2)[C:10]([OH:12])=[O:11])=[CH:44][CH:45]=1)([CH3:3])[CH3:2], predict the reactants needed to synthesize it. The reactants are: [CH:1]([C:4]1[CH:45]=[CH:44][C:7]([O:8][CH:9]([CH2:15][C:16]2[CH:21]=[CH:20][C:19]([O:22][CH2:23][CH2:24][NH:25][C:26](=[O:43])[C:27]3[CH:32]=[CH:31][C:30]([C:33]4[N:38]=[CH:37][C:36]([C:39]([F:42])([F:41])[F:40])=[CH:35][CH:34]=4)=[CH:29][CH:28]=3)=[CH:18][CH:17]=2)[C:10]([O:12]CC)=[O:11])=[CH:6][CH:5]=1)([CH3:3])[CH3:2].[OH-].[Na+]. (8) The reactants are: [Cl:1][C:2]1[C:11]2[C:6](=[CH:7][C:8]([OH:14])=[C:9]([O:12][CH3:13])[CH:10]=2)[N:5]=[CH:4][CH:3]=1.[CH2:15]([O:22][C:23]([NH:25][C:26]1([CH2:29]O)[CH2:28][CH2:27]1)=[O:24])[C:16]1[CH:21]=[CH:20][CH:19]=[CH:18][CH:17]=1.C1(P(C2C=CC=CC=2)C2C=CC=CC=2)C=CC=CC=1.CCOC(/N=N/C(OCC)=O)=O. Given the product [Cl:1][C:2]1[C:11]2[C:6](=[CH:7][C:8]([O:14][CH2:29][C:26]3([NH:25][C:23]([O:22][CH2:15][C:16]4[CH:21]=[CH:20][CH:19]=[CH:18][CH:17]=4)=[O:24])[CH2:27][CH2:28]3)=[C:9]([O:12][CH3:13])[CH:10]=2)[N:5]=[CH:4][CH:3]=1, predict the reactants needed to synthesize it. (9) Given the product [ClH:24].[ClH:24].[CH2:22]([O:21][C@H:18]1[CH2:17][CH2:16][C@H:15]([N:12]2[CH2:11][CH2:10][CH:9]([NH2:5])[CH2:14][CH2:13]2)[CH2:20][CH2:19]1)[CH3:23], predict the reactants needed to synthesize it. The reactants are: CC([N:5]([CH:9]1[CH2:14][CH2:13][N:12]([C@H:15]2[CH2:20][CH2:19][C@H:18]([O:21][CH2:22][CH3:23])[CH2:17][CH2:16]2)[CH2:11][CH2:10]1)C(=O)[O-])(C)C.[ClH:24].